This data is from Peptide-MHC class II binding affinity with 134,281 pairs from IEDB. The task is: Regression. Given a peptide amino acid sequence and an MHC pseudo amino acid sequence, predict their binding affinity value. This is MHC class II binding data. (1) The peptide sequence is PYVSKNPRQAYANYR. The MHC is DRB1_1101 with pseudo-sequence DRB1_1101. The binding affinity (normalized) is 0.673. (2) The peptide sequence is SKISGEWYSIFLASD. The MHC is HLA-DQA10501-DQB10301 with pseudo-sequence HLA-DQA10501-DQB10301. The binding affinity (normalized) is 0.490. (3) The peptide sequence is VSVLFMLLPTALAFH. The MHC is DRB1_0101 with pseudo-sequence DRB1_0101. The binding affinity (normalized) is 0.986. (4) The peptide sequence is STTENVVNLSNYEDA. The MHC is DRB1_1501 with pseudo-sequence DRB1_1501. The binding affinity (normalized) is 0.106. (5) The peptide sequence is SPWSWPDLDLKPGAA. The MHC is DRB1_1101 with pseudo-sequence DRB1_1101. The binding affinity (normalized) is 0. (6) The peptide sequence is SQDLELSWNLNGLQAS. The MHC is DRB1_0802 with pseudo-sequence DRB1_0802. The binding affinity (normalized) is 0.380. (7) The peptide sequence is EVFFQRLGIASGRARY. The MHC is DRB1_1302 with pseudo-sequence DRB1_1302. The binding affinity (normalized) is 0.258.